This data is from Full USPTO retrosynthesis dataset with 1.9M reactions from patents (1976-2016). The task is: Predict the reactants needed to synthesize the given product. (1) Given the product [C:29]([NH:21][NH:20][C:18]([C:15]1[CH:16]=[CH:17][C:12]2[O:11][CH:10]=[C:9]([C:6]3[CH:7]=[CH:8][C:3]([O:2][CH3:1])=[CH:4][CH:5]=3)[C:13]=2[CH:14]=1)=[O:19])(=[O:31])[CH3:30], predict the reactants needed to synthesize it. The reactants are: [CH3:1][O:2][C:3]1[CH:8]=[CH:7][C:6]([C:9]2[C:13]3[CH:14]=[C:15]([C:18]([NH:20][NH2:21])=[O:19])[CH:16]=[CH:17][C:12]=3[O:11][CH:10]=2)=[CH:5][CH:4]=1.C(N(CC)CC)C.[C:29](Cl)(=[O:31])[CH3:30]. (2) Given the product [C:1]([O:5][C:6]([NH:8][C@H:9]([C:25]([N:27]1[CH2:31][CH2:30][C@H:29]([F:32])[CH2:28]1)=[O:26])[C@H:10]([CH:12]1[CH2:17][CH2:16][CH:15]([C:18]([OH:20])=[O:19])[CH2:14][CH2:13]1)[CH3:11])=[O:7])([CH3:2])([CH3:3])[CH3:4], predict the reactants needed to synthesize it. The reactants are: [C:1]([O:5][C:6]([NH:8][C@H:9]([C:25]([N:27]1[CH2:31][CH2:30][C@H:29]([F:32])[CH2:28]1)=[O:26])[C@H:10]([CH:12]1[CH2:17][CH2:16][CH:15]([C:18]([O:20]CCCC)=[O:19])[CH2:14][CH2:13]1)[CH3:11])=[O:7])([CH3:4])([CH3:3])[CH3:2].CO.[OH-].[Li+].S(=O)(=O)(O)[O-].[Na+].